This data is from Reaction yield outcomes from USPTO patents with 853,638 reactions. The task is: Predict the reaction yield, written as a fraction of the theoretical maximum amount of product (1.0 means a 100% yield; for example, 0.34 means a 34% yield). (1) The catalyst is C(#N)C.O.C(N(CC)CC)C. The reactants are C1(C)C=CC(S(O)(=O)=O)=CC=1.[NH2:12][C@@H:13]1[CH2:18][CH2:17][N:16]([C:19]([O:21][C:22]([CH3:25])([CH3:24])[CH3:23])=[O:20])[CH2:15][C@H:14]1[C:26]1[CH:31]=[CH:30][CH:29]=[CH:28][CH:27]=1.[Cl:32][C:33]1[CH:41]=[CH:40][C:36]([C:37](O)=[O:38])=[CH:35][CH:34]=1.CCN=C=NCCCN(C)C.Cl.C1C=CC2N(O)N=NC=2C=1. The product is [Cl:32][C:33]1[CH:41]=[CH:40][C:36]([C:37]([NH:12][C@@H:13]2[CH2:18][CH2:17][N:16]([C:19]([O:21][C:22]([CH3:25])([CH3:24])[CH3:23])=[O:20])[CH2:15][C@H:14]2[C:26]2[CH:27]=[CH:28][CH:29]=[CH:30][CH:31]=2)=[O:38])=[CH:35][CH:34]=1. The yield is 0.910. (2) The reactants are [C:1]([O:5][C:6]([N:8]1[CH2:14][CH2:13][CH2:12][C:11](=[O:15])[CH2:10][CH2:9]1)=[O:7])([CH3:4])([CH3:3])[CH3:2].[Cl:16][C:17]1[CH:22]=[CH:21][C:20]([Mg]Br)=[CH:19][CH:18]=1.C(OCC)C. The catalyst is C1COCC1. The product is [C:1]([O:5][C:6]([N:8]1[CH2:14][CH2:13][CH2:12][C:11]([C:20]2[CH:21]=[CH:22][C:17]([Cl:16])=[CH:18][CH:19]=2)([OH:15])[CH2:10][CH2:9]1)=[O:7])([CH3:4])([CH3:2])[CH3:3]. The yield is 0.960. (3) The reactants are [C:1](/[CH:3]=[CH:4]/[S:5]([C:8]1[CH:13]=[CH:12][C:11]([C:14]([CH3:19])([CH3:18])[C:15]([OH:17])=O)=[CH:10][CH:9]=1)(=[O:7])=[O:6])#[N:2].[CH3:20][O:21][C:22]1[CH:23]=[C:24]([CH:26]=[CH:27][CH:28]=1)[NH2:25].Cl.CN(C)CCCN=C=NCC.ON1C2C=CC=CC=2N=N1. The catalyst is C(#N)C.CS(C)=O. The product is [C:1](/[CH:3]=[CH:4]/[S:5]([C:8]1[CH:9]=[CH:10][C:11]([C:14]([CH3:19])([CH3:18])[C:15]([NH:25][C:24]2[CH:26]=[CH:27][CH:28]=[C:22]([O:21][CH3:20])[CH:23]=2)=[O:17])=[CH:12][CH:13]=1)(=[O:6])=[O:7])#[N:2]. The yield is 0.523. (4) The reactants are [CH:1]1[CH:6]=[CH:5][C:4]([P:7]([C:14]2[CH:19]=[CH:18][CH:17]=[CH:16][CH:15]=2)[C:8]2[CH:13]=[CH:12][CH:11]=[CH:10][CH:9]=2)=[CH:3][CH:2]=1.[Br:20][CH2:21][C:22]#[N:23]. The catalyst is CCOCC. The product is [Br-:20].[C:22]([CH2:21][P+:7]([C:4]1[CH:3]=[CH:2][CH:1]=[CH:6][CH:5]=1)([C:14]1[CH:19]=[CH:18][CH:17]=[CH:16][CH:15]=1)[C:8]1[CH:13]=[CH:12][CH:11]=[CH:10][CH:9]=1)#[N:23]. The yield is 0.460. (5) The reactants are [CH2:1]([C:3]1[N:4]([C:28]2[CH:33]=[CH:32][C:31]([O:34][C:35]([CH3:39])([CH3:38])[CH2:36][OH:37])=[CH:30][CH:29]=2)[C:5](=[O:27])[C:6]([CH2:12][C:13]2[CH:18]=[CH:17][C:16]([C:19]3[C:20]([C:25]#[N:26])=[CH:21][CH:22]=[CH:23][CH:24]=3)=[CH:15][CH:14]=2)=[C:7]([CH2:9][CH2:10][CH3:11])[N:8]=1)[CH3:2].N1C(C)=CC=CC=1C.FC(F)(F)S(O[Si:54]([C:57]([CH3:60])([CH3:59])[CH3:58])([CH3:56])[CH3:55])(=O)=O. The catalyst is ClCCl.C(OCC)(=O)C. The product is [Si:54]([O:37][CH2:36][C:35]([CH3:39])([CH3:38])[O:34][C:31]1[CH:30]=[CH:29][C:28]([N:4]2[C:5](=[O:27])[C:6]([CH2:12][C:13]3[CH:14]=[CH:15][C:16]([C:19]4[C:20]([C:25]#[N:26])=[CH:21][CH:22]=[CH:23][CH:24]=4)=[CH:17][CH:18]=3)=[C:7]([CH2:9][CH2:10][CH3:11])[N:8]=[C:3]2[CH2:1][CH3:2])=[CH:33][CH:32]=1)([C:57]([CH3:60])([CH3:59])[CH3:58])([CH3:56])[CH3:55]. The yield is 0.850.